This data is from Reaction yield outcomes from USPTO patents with 853,638 reactions. The task is: Predict the reaction yield, written as a fraction of the theoretical maximum amount of product (1.0 means a 100% yield; for example, 0.34 means a 34% yield). (1) The reactants are [F:1][CH:2]([F:26])[C:3]1[CH:12]=[CH:11][C:10]2[C:5](=[CH:6][CH:7]=[CH:8][C:9]=2[N:13]2[CH2:18][CH2:17][N:16](C(OC(C)(C)C)=O)[CH2:15][CH2:14]2)[N:4]=1. The catalyst is C(O)(C(F)(F)F)=O.C(Cl)Cl. The product is [F:26][CH:2]([F:1])[C:3]1[CH:12]=[CH:11][C:10]2[C:5](=[CH:6][CH:7]=[CH:8][C:9]=2[N:13]2[CH2:14][CH2:15][NH:16][CH2:17][CH2:18]2)[N:4]=1. The yield is 0.960. (2) The reactants are [C:1]([O:5][C:6](=[O:35])[NH:7][C:8](=[NH:34])[C:9]1[CH:14]=[CH:13][C:12]([CH2:15][NH:16][C:17]([C@H:19]2[N:23]3[C:24](=[O:33])[C:25]([NH:28][S:29]([CH3:32])(=[O:31])=[O:30])=[CH:26][N:27]=[C:22]3[CH2:21][CH2:20]2)=[O:18])=[CH:11][CH:10]=1)([CH3:4])([CH3:3])[CH3:2].C(OC(=O)NC([C:45]1[CH:50]=[CH:49][C:48](CNC([C@H]2N3C(=O)C(N(CC)CC)=CN=C3CC2)=O)=[CH:47][CH:46]=1)=N)(C)(C)C.C1(CS(Cl)(=O)=O)C=CC=CC=1. No catalyst specified. The product is [C:1]([O:5][C:6](=[O:35])[NH:7][C:8](=[NH:34])[C:9]1[CH:14]=[CH:13][C:12]([CH2:15][NH:16][C:17]([C@H:19]2[N:23]3[C:24](=[O:33])[C:25]([NH:28][S:29]([CH2:32][C:45]4[CH:50]=[CH:49][CH:48]=[CH:47][CH:46]=4)(=[O:31])=[O:30])=[CH:26][N:27]=[C:22]3[CH2:21][CH2:20]2)=[O:18])=[CH:11][CH:10]=1)([CH3:4])([CH3:2])[CH3:3]. The yield is 0.440. (3) The reactants are [Br:1][C:2]1[CH:10]=[CH:9][C:5]([C:6]([OH:8])=O)=[C:4]([F:11])[CH:3]=1.S(Cl)(Cl)=O.[Cl-:16].[Al+3].[Cl-].[Cl-].[CH:20]1[CH:25]=CC=CC=1. The catalyst is ClCCCl. The product is [Br:1][C:2]1[CH:10]=[CH:9][C:5]([C:6](=[O:8])[CH2:25][CH2:20][Cl:16])=[C:4]([F:11])[CH:3]=1. The yield is 0.710. (4) The reactants are C(O[C:4]([C:6]1[C:14]2[CH2:13][CH2:12][N:11]([C:15]3[CH:20]=[CH:19][C:18]([N:21]4[CH2:26][CH2:25][CH2:24][CH2:23][C:22]4=[O:27])=[CH:17][CH:16]=3)[C:10](=[O:28])[C:9]=2[N:8]([C:29]2[CH:34]=[CH:33][C:32]([O:35][CH3:36])=[CH:31][CH:30]=2)[N:7]=1)=O)C.[Li+].[BH4-].C(Cl)Cl.P(Br)(Br)Br. The catalyst is C1COCC1.CC(O)=O.[Zn]. The product is [CH3:36][O:35][C:32]1[CH:31]=[CH:30][C:29]([N:8]2[C:9]3[C:10](=[O:28])[N:11]([C:15]4[CH:20]=[CH:19][C:18]([N:21]5[CH2:26][CH2:25][CH2:24][CH2:23][C:22]5=[O:27])=[CH:17][CH:16]=4)[CH2:12][CH2:13][C:14]=3[C:6]([CH3:4])=[N:7]2)=[CH:34][CH:33]=1. The yield is 0.580. (5) The reactants are [NH2:1][C:2]1[N:7]=[CH:6][N:5]=[C:4]2[N:8]([CH2:25][C@H:26]([NH:28][C:29](=[O:33])[CH2:30][C:31]#[N:32])[CH3:27])[N:9]=[C:10]([C:11]3[CH:16]=[CH:15][C:14]([O:17][C:18]4[CH:23]=[CH:22][CH:21]=[CH:20][CH:19]=4)=[CH:13][C:12]=3[F:24])[C:3]=12.N1CCCCC1.[CH2:40]([O:42][C:43]([CH3:47])([CH3:46])[CH:44]=O)[CH3:41]. The catalyst is C(O)C. The product is [NH2:1][C:2]1[N:7]=[CH:6][N:5]=[C:4]2[N:8]([CH2:25][C@H:26]([NH:28][C:29](=[O:33])[C:30]([C:31]#[N:32])=[CH:44][C:43]([O:42][CH2:40][CH3:41])([CH3:47])[CH3:46])[CH3:27])[N:9]=[C:10]([C:11]3[CH:16]=[CH:15][C:14]([O:17][C:18]4[CH:19]=[CH:20][CH:21]=[CH:22][CH:23]=4)=[CH:13][C:12]=3[F:24])[C:3]=12. The yield is 0.0800. (6) The reactants are [Br:1][C:2]1[CH:3]=[C:4]([CH:6]=[CH:7][CH:8]=1)[NH2:5].[F:9][C:10]([F:15])([F:14])[CH:11]1[O:13][CH2:12]1. No catalyst specified. The product is [Br:1][C:2]1[CH:3]=[C:4]([NH:5][CH2:12][CH:11]([OH:13])[C:10]([F:15])([F:14])[F:9])[CH:6]=[CH:7][CH:8]=1. The yield is 0.840.